The task is: Predict which catalyst facilitates the given reaction.. This data is from Catalyst prediction with 721,799 reactions and 888 catalyst types from USPTO. (1) Reactant: [C:1](#[N:3])C.[CH3:4][C:5]([O-])([CH2:7][CH3:8])[CH3:6].[K+].C1(C)C=CC=CC=1.C1(C(OCC)=O)CC1.Cl.[C:27]1([CH3:35])[CH:32]=[CH:31][C:30]([NH:33][NH2:34])=[CH:29][CH:28]=1.Cl. Product: [CH:5]1([C:7]2[CH:8]=[C:1]([NH2:3])[N:33]([C:30]3[CH:31]=[CH:32][C:27]([CH3:35])=[CH:28][CH:29]=3)[N:34]=2)[CH2:6][CH2:4]1. The catalyst class is: 242. (2) Reactant: [N:1]([CH2:4][C:5]1[CH:6]=[N:7][CH:8]=[C:9]([Cl:19])[C:10]=1[CH2:11][O:12][CH:13]1[CH2:18][CH2:17][CH2:16][CH2:15][O:14]1)=[N+]=[N-].C1(P(C2C=CC=CC=2)C2C=CC=CC=2)C=CC=CC=1. Product: [Cl:19][C:9]1[C:10]([CH2:11][O:12][CH:13]2[CH2:18][CH2:17][CH2:16][CH2:15][O:14]2)=[C:5]([CH2:4][NH2:1])[CH:6]=[N:7][CH:8]=1. The catalyst class is: 20. (3) Reactant: [CH3:1][C:2]1[O:6][C:5]([C:7]2[CH:12]=[CH:11][CH:10]=[CH:9][CH:8]=2)=[N:4][CH:3]=1.[Br:13]N1C(=O)CCC1=O.C(OOC(=O)C1C=CC=CC=1)(=O)C1C=CC=CC=1. Product: [Br:13][CH2:1][C:2]1[O:6][C:5]([C:7]2[CH:8]=[CH:9][CH:10]=[CH:11][CH:12]=2)=[N:4][CH:3]=1. The catalyst class is: 53. (4) Reactant: [CH3:1][N:2]([CH3:47])[CH2:3][CH2:4][C:5]([NH:7][C@:8]12[CH2:43][CH2:42][C@@H:41]([C:44]([CH3:46])=[CH2:45])[C@@H:9]1[C@@H:10]1[C@@:23]([CH3:26])([CH2:24][CH2:25]2)[C@@:22]2([CH3:27])[C@@H:13]([C@:14]3([CH3:40])[C@@H:19]([CH2:20][CH2:21]2)[C:18]([CH3:29])([CH3:28])[C:17]([C:30]2[CH:39]=[CH:38][C:33]([C:34]([O:36]C)=[O:35])=[CH:32][CH:31]=2)=[CH:16][CH2:15]3)[CH2:12][CH2:11]1)=[O:6].C(O)(C(F)(F)F)=O.O.[OH-].[Li+]. Product: [CH3:47][N:2]([CH3:1])[CH2:3][CH2:4][C:5]([NH:7][C@:8]12[CH2:43][CH2:42][C@@H:41]([C:44]([CH3:46])=[CH2:45])[C@@H:9]1[C@@H:10]1[C@@:23]([CH3:26])([CH2:24][CH2:25]2)[C@@:22]2([CH3:27])[C@@H:13]([C@:14]3([CH3:40])[C@@H:19]([CH2:20][CH2:21]2)[C:18]([CH3:29])([CH3:28])[C:17]([C:30]2[CH:31]=[CH:32][C:33]([C:34]([OH:36])=[O:35])=[CH:38][CH:39]=2)=[CH:16][CH2:15]3)[CH2:12][CH2:11]1)=[O:6]. The catalyst class is: 20. (5) Reactant: [Br:1][C:2]1[C:3]([CH3:21])=[C:4]([N:8]2[C:17](=[O:18])[C:16]3[C:11](=[C:12]([Cl:19])[CH:13]=[CH:14][CH:15]=3)[NH:10][C:9]2=[O:20])[CH:5]=[CH:6][CH:7]=1.[C:22]([O-])([O-])=O.[Cs+].[Cs+].IC.CCOC(C)=O. Product: [Br:1][C:2]1[C:3]([CH3:21])=[C:4]([N:8]2[C:17](=[O:18])[C:16]3[C:11](=[C:12]([Cl:19])[CH:13]=[CH:14][CH:15]=3)[N:10]([CH3:22])[C:9]2=[O:20])[CH:5]=[CH:6][CH:7]=1. The catalyst class is: 18. (6) Reactant: [Cl:1][C:2]1[CH:3]=[C:4]([C:12]2[O:16][N:15]=[C:14]([C:17]3[CH:18]=[CH:19][CH:20]=[C:21]4[C:25]=3[NH:24][CH:23]=[C:22]4[CH2:26][CH2:27][CH2:28][NH:29][CH2:30][C:31]([O:33]CC)=[O:32])[N:13]=2)[CH:5]=[CH:6][C:7]=1[O:8][CH:9]([CH3:11])[CH3:10].[OH-].[Na+].Cl. Product: [Cl:1][C:2]1[CH:3]=[C:4]([C:12]2[O:16][N:15]=[C:14]([C:17]3[CH:18]=[CH:19][CH:20]=[C:21]4[C:25]=3[NH:24][CH:23]=[C:22]4[CH2:26][CH2:27][CH2:28][NH:29][CH2:30][C:31]([OH:33])=[O:32])[N:13]=2)[CH:5]=[CH:6][C:7]=1[O:8][CH:9]([CH3:10])[CH3:11]. The catalyst class is: 1. (7) Reactant: [CH3:1][N:2]1[C:14]2[C:13]3[N:12]=[C:11]([NH:15][C:16]4[CH:21]=[CH:20][C:19]([Br:22])=[CH:18][C:17]=4[O:23][C:24]([F:27])([F:26])[F:25])[N:10]=[CH:9][C:8]=3[CH2:7][CH2:6][C:5]=2[C:4]([C:28]([O:30]CC)=O)=[N:3]1.[Cl-].[NH4+].[Li][N:36]([Si](C)(C)C)[Si](C)(C)C. Product: [CH3:1][N:2]1[C:14]2[C:13]3[N:12]=[C:11]([NH:15][C:16]4[CH:21]=[CH:20][C:19]([Br:22])=[CH:18][C:17]=4[O:23][C:24]([F:25])([F:26])[F:27])[N:10]=[CH:9][C:8]=3[CH2:7][CH2:6][C:5]=2[C:4]([C:28]([NH2:36])=[O:30])=[N:3]1. The catalyst class is: 7. (8) Reactant: C[O:2][C:3](=[O:32])[C:4]1[CH:9]=[CH:8][C:7]([CH:10]=[CH:11][C:12]2[C:21]([CH2:22][N:23]3[CH:27]=[CH:26][CH:25]=[N:24]3)=[CH:20][C:19]3[C:18]([CH3:29])([CH3:28])[CH2:17][CH2:16][C:15]([CH3:31])([CH3:30])[C:14]=3[CH:13]=2)=[CH:6][CH:5]=1.[OH-].[Na+].Cl. Product: [CH3:28][C:18]1([CH3:29])[CH2:17][CH2:16][C:15]([CH3:30])([CH3:31])[C:14]2[CH:13]=[C:12](/[CH:11]=[CH:10]/[C:7]3[CH:6]=[CH:5][C:4]([C:3]([OH:32])=[O:2])=[CH:9][CH:8]=3)[C:21]([CH2:22][N:23]3[CH:27]=[CH:26][CH:25]=[N:24]3)=[CH:20][C:19]1=2. The catalyst class is: 40. (9) Reactant: [CH:1](=O)[CH2:2][CH2:3][CH3:4].[NH2:6][C:7]1[CH:12]=[CH:11][C:10]([C:13]([NH:15][C@@H:16]([CH:24]2[CH2:29][CH2:28][CH2:27][CH2:26][CH2:25]2)[C:17]([O:19][C:20]([CH3:23])([CH3:22])[CH3:21])=[O:18])=[O:14])=[C:9]([NH:30][C:31]([NH:33][C:34]2[C:39]([CH3:40])=[CH:38][C:37]([CH3:41])=[CH:36][C:35]=2[CH3:42])=[O:32])[CH:8]=1.C(O[BH-](O[C:53](=O)[CH3:54])OC(=O)C)(=O)C.[Na+].Cl[CH2:58][CH2:59]Cl. Product: [CH:24]1([C@H:16]([NH:15][C:13]([C:10]2[CH:11]=[CH:12][C:7]([N:6]([CH2:58][CH2:59][CH2:53][CH3:54])[CH2:1][CH2:2][CH2:3][CH3:4])=[CH:8][C:9]=2[NH:30][C:31]([NH:33][C:34]2[C:35]([CH3:42])=[CH:36][C:37]([CH3:41])=[CH:38][C:39]=2[CH3:40])=[O:32])=[O:14])[C:17]([O:19][C:20]([CH3:23])([CH3:22])[CH3:21])=[O:18])[CH2:29][CH2:28][CH2:27][CH2:26][CH2:25]1. The catalyst class is: 13. (10) Reactant: [NH2:1][CH2:2][CH2:3][OH:4].[C:5]([Si:9](Cl)([CH3:11])[CH3:10])([CH3:8])([CH3:7])[CH3:6].C(N(CC)CC)C.O. Product: [Si:9]([O:4][CH2:3][CH2:2][NH2:1])([C:5]([CH3:8])([CH3:7])[CH3:6])([CH3:11])[CH3:10]. The catalyst class is: 112.